Dataset: Forward reaction prediction with 1.9M reactions from USPTO patents (1976-2016). Task: Predict the product of the given reaction. (1) Given the reactants [CH3:1][C:2]1([C:7]2[O:11][C:10]([CH2:12][N:13]3[CH:17]=[CH:16][C:15]([NH2:18])=[N:14]3)=[CH:9][CH:8]=2)[O:6]CCO1.[CH3:19][O:20][C:21]1[C:26]([O:27][CH3:28])=[CH:25][CH:24]=[CH:23][C:22]=1/[CH:29]=[CH:30]/[C:31](O)=[O:32], predict the reaction product. The product is: [C:2]([C:7]1[O:11][C:10]([CH2:12][N:13]2[CH:17]=[CH:16][C:15]([NH:18][C:31](=[O:32])/[CH:30]=[CH:29]/[C:22]3[CH:23]=[CH:24][CH:25]=[C:26]([O:27][CH3:28])[C:21]=3[O:20][CH3:19])=[N:14]2)=[CH:9][CH:8]=1)(=[O:6])[CH3:1]. (2) Given the reactants Br[C:2]1[CH:3]=[C:4]2[C@@:15]3([CH2:20][CH2:19][O:18][C:17]([NH2:21])=[N:16]3)[C:14]3[CH:13]=[C:12](Cl)[N:11]=[C:10]([F:23])[C:9]=3[O:8][C:5]2=[CH:6][CH:7]=1.[N:24]1[CH:29]=[CH:28][CH:27]=[C:26](B(O)O)[CH:25]=1.[F:33][C:34]1[CH:39]=[C:38](B(O)O)[CH:37]=[CH:36][N:35]=1, predict the reaction product. The product is: [F:23][C:10]1[C:9]2[O:8][C:5]3[C:4]([C@@:15]4([CH2:20][CH2:19][O:18][C:17]([NH2:21])=[N:16]4)[C:14]=2[CH:13]=[C:12]([C:38]2[CH:37]=[CH:36][N:35]=[C:34]([F:33])[CH:39]=2)[N:11]=1)=[CH:3][C:2]([C:26]1[CH:25]=[N:24][CH:29]=[CH:28][CH:27]=1)=[CH:7][CH:6]=3. (3) The product is: [NH2:1][C:2]1[N:3]=[CH:4][C:5]([C:12]2[CH:13]=[CH:14][C:15]([Cl:22])=[C:16]([CH:21]=2)[C:17]([OH:19])=[O:18])=[N:6][C:7]=1[C:8]([NH:10][CH3:11])=[O:9]. Given the reactants [NH2:1][C:2]1[N:3]=[CH:4][C:5]([C:12]2[CH:13]=[CH:14][C:15]([Cl:22])=[C:16]([CH:21]=2)[C:17]([O:19]C)=[O:18])=[N:6][C:7]=1[C:8]([NH:10][CH3:11])=[O:9].[OH-].[Na+].Cl, predict the reaction product. (4) Given the reactants [O:1]=[C:2]1[CH2:7][CH2:6][N:5]([C:8]([O:10][C:11]([CH3:14])([CH3:13])[CH3:12])=[O:9])[CH2:4][CH2:3]1.[Li+].C[Si]([N-][Si](C)(C)C)(C)C.[CH3:25][C:26]([CH3:31])([CH3:30])[C:27](Cl)=[O:28], predict the reaction product. The product is: [C:11]([O:10][C:8]([N:5]1[CH2:4][CH2:3][C:2](=[O:1])[CH:7]([C:27](=[O:28])[C:26]([CH3:31])([CH3:30])[CH3:25])[CH2:6]1)=[O:9])([CH3:14])([CH3:13])[CH3:12]. (5) Given the reactants C([N-]C(C)C)(C)C.[Li+].[N:9]1[CH:14]=[CH:13][CH:12]=[C:11]([CH3:15])[CH:10]=1.[Cl:16][C:17]1[C:26]([Cl:27])=[CH:25][CH:24]=[CH:23][C:18]=1[C:19](OC)=[O:20], predict the reaction product. The product is: [Cl:16][C:17]1[C:26]([Cl:27])=[CH:25][CH:24]=[CH:23][C:18]=1[C:19](=[O:20])[CH2:15][C:11]1[CH:10]=[N:9][CH:14]=[CH:13][CH:12]=1. (6) Given the reactants C([O:4][C:5](=[O:69])[C@@H:6]([NH:61][C:62]([O:64][C:65]([CH3:68])([CH3:67])[CH3:66])=[O:63])[CH2:7][C:8]1[CH:60]=[CH:59][C:11]([O:12][C:13]([NH:15][CH2:16][CH2:17][C@H:18]([NH:51][C:52]([O:54][C:55]([CH3:58])([CH3:57])[CH3:56])=[O:53])[C:19]([NH:21][C@H:22]([C:44]([NH:46][CH2:47][C:48]([NH2:50])=[O:49])=[O:45])[CH2:23][S:24][C:25]([C:38]2[CH:43]=[CH:42][CH:41]=[CH:40][CH:39]=2)([C:32]2[CH:37]=[CH:36][CH:35]=[CH:34][CH:33]=2)[C:26]2[CH:31]=[CH:30][CH:29]=[CH:28][CH:27]=2)=[O:20])=[O:14])=[CH:10][CH:9]=1)C=C.C(N(CC)CC)C.C(O)=O, predict the reaction product. The product is: [C:55]([O:54][C:52]([NH:51][C@@H:18]([CH2:17][CH2:16][NH:15][C:13]([O:12][C:11]1[CH:10]=[CH:9][C:8]([CH2:7][C@H:6]([NH:61][C:62]([O:64][C:65]([CH3:68])([CH3:67])[CH3:66])=[O:63])[C:5]([OH:69])=[O:4])=[CH:60][CH:59]=1)=[O:14])[C:19]([NH:21][C@H:22]([C:44]([NH:46][CH2:47][C:48]([NH2:50])=[O:49])=[O:45])[CH2:23][S:24][C:25]([C:38]1[CH:43]=[CH:42][CH:41]=[CH:40][CH:39]=1)([C:26]1[CH:31]=[CH:30][CH:29]=[CH:28][CH:27]=1)[C:32]1[CH:33]=[CH:34][CH:35]=[CH:36][CH:37]=1)=[O:20])=[O:53])([CH3:58])([CH3:57])[CH3:56]. (7) Given the reactants [CH2:1]([C:8]1[C:9]2[CH2:30][NH:29][CH2:28][CH2:27][C:10]=2[N:11]=[C:12]([NH:14][C:15]2[CH:20]=[CH:19][C:18]([N:21]3[CH:25]=[CH:24][N:23]=[C:22]3[CH3:26])=[CH:17][CH:16]=2)[N:13]=1)[C:2]1[CH:7]=[CH:6][CH:5]=[CH:4][CH:3]=1.[C:31](O)(=[O:33])[CH3:32].C(O)C=O.C([BH3-])#N.[Na+], predict the reaction product. The product is: [CH2:1]([C:8]1[C:9]2[CH2:30][N:29]([CH2:32][CH2:31][OH:33])[CH2:28][CH2:27][C:10]=2[N:11]=[C:12]([NH:14][C:15]2[CH:16]=[CH:17][C:18]([N:21]3[CH:25]=[CH:24][N:23]=[C:22]3[CH3:26])=[CH:19][CH:20]=2)[N:13]=1)[C:2]1[CH:3]=[CH:4][CH:5]=[CH:6][CH:7]=1. (8) Given the reactants CC1C=CC(S(O[CH2:12][C@@H:13]2[O:18][C:17]3[CH:19]=[C:20]([S:24]([CH3:27])(=[O:26])=[O:25])[CH:21]=[C:22]([Cl:23])[C:16]=3[O:15][CH2:14]2)(=O)=O)=CC=1.[CH3:28][NH:29][CH2:30][CH2:31][CH3:32], predict the reaction product. The product is: [Cl:23][C:22]1[C:16]2[O:15][CH2:14][C@H:13]([CH2:12][N:29]([CH3:28])[CH2:30][CH2:31][CH3:32])[O:18][C:17]=2[CH:19]=[C:20]([S:24]([CH3:27])(=[O:25])=[O:26])[CH:21]=1. (9) Given the reactants C[N:2](C)/[CH:3]=[CH:4]/[C:5]([C:7]1[C:12](=[O:13])[CH:11]=[CH:10][N:9]([C:14]2[CH:19]=[CH:18][CH:17]=[C:16]([CH2:20][CH3:21])[CH:15]=2)[N:8]=1)=O.[CH3:23][S:24]([C:27]1[CH:32]=[CH:31][C:30]([NH:33]N)=[CH:29][CH:28]=1)(=[O:26])=[O:25], predict the reaction product. The product is: [CH2:20]([C:16]1[CH:15]=[C:14]([N:9]2[CH:10]=[CH:11][C:12](=[O:13])[C:7]([C:5]3[N:33]([C:30]4[CH:29]=[CH:28][C:27]([S:24]([CH3:23])(=[O:26])=[O:25])=[CH:32][CH:31]=4)[N:2]=[CH:3][CH:4]=3)=[N:8]2)[CH:19]=[CH:18][CH:17]=1)[CH3:21]. (10) Given the reactants [C:1]([Si:5]([C:27]1[CH:32]=[CH:31][CH:30]=[CH:29][CH:28]=1)([C:21]1[CH:26]=[CH:25][CH:24]=[CH:23][CH:22]=1)[O:6][CH2:7][CH2:8][C@H:9]([CH2:17][C:18]([O-:20])=[O:19])[C:10]([O:12]C(C)(C)C)=O)([CH3:4])([CH3:3])[CH3:2].Cl.[CH3:34][NH:35][O:36][CH3:37].C1C=C[C:41]2N(O)N=N[C:42]=2[CH:43]=1.[CH3:48]CN=C=NCCCN(C)C.Cl, predict the reaction product. The product is: [C:1]([Si:5]([C:27]1[CH:32]=[CH:31][CH:30]=[CH:29][CH:28]=1)([C:21]1[CH:22]=[CH:23][CH:24]=[CH:25][CH:26]=1)[O:6][CH2:7][CH2:8][C@@H:9]([C:10](=[O:12])[N:35]([O:36][CH3:37])[CH3:34])[CH2:17][C:18]([O:20][C:42]([CH3:41])([CH3:43])[CH3:48])=[O:19])([CH3:4])([CH3:2])[CH3:3].